Dataset: Forward reaction prediction with 1.9M reactions from USPTO patents (1976-2016). Task: Predict the product of the given reaction. Given the reactants C(OC(=O)[NH:10][C@@H:11]1[CH2:16][CH2:15][CH2:14][CH2:13][C@H:12]1[CH2:17][NH:18][CH:19]1[CH2:28][CH2:27][C:26]2[C:21](=[CH:22][CH:23]=[C:24]([F:29])[CH:25]=2)[CH2:20]1)C1C=CC=CC=1, predict the reaction product. The product is: [NH2:10][C@@H:11]1[CH2:16][CH2:15][CH2:14][CH2:13][C@H:12]1[CH2:17][NH:18][CH:19]1[CH2:28][CH2:27][C:26]2[C:21](=[CH:22][CH:23]=[C:24]([F:29])[CH:25]=2)[CH2:20]1.